This data is from CYP3A4 inhibition data for predicting drug metabolism from PubChem BioAssay. The task is: Regression/Classification. Given a drug SMILES string, predict its absorption, distribution, metabolism, or excretion properties. Task type varies by dataset: regression for continuous measurements (e.g., permeability, clearance, half-life) or binary classification for categorical outcomes (e.g., BBB penetration, CYP inhibition). Dataset: cyp3a4_veith. (1) The compound is CCc1c(C(=O)O)[nH]c2ccc(Br)cc12. The result is 0 (non-inhibitor). (2) The drug is Cc1ccc(NC(=O)Nc2nc(-c3ccc(C)s3)cs2)cc1. The result is 0 (non-inhibitor). (3) The drug is CC(=O)OCC(=O)[C@@]1(O)CC[C@@H]2[C@H]3CCC4=CC(=O)CC[C@]4(C)[C@]3(F)[C@@H](O)C[C@@]21C. The result is 0 (non-inhibitor).